Dataset: Reaction yield outcomes from USPTO patents with 853,638 reactions. Task: Predict the reaction yield, written as a fraction of the theoretical maximum amount of product (1.0 means a 100% yield; for example, 0.34 means a 34% yield). (1) The product is [CH2:1]([N:8]1[C:21](=[O:22])[C@H:20]([CH2:23][C:24](=[O:26])[N:30]2[CH2:31][CH2:32][N:27]([CH:33]3[CH2:42][C:41]4[C:36](=[CH:37][CH:38]=[CH:39][CH:40]=4)[NH:35][C:34]3=[O:43])[CH2:28][CH2:29]2)[CH2:19][C:18]2[CH:17]=[CH:16][C:15]3[NH:14][N:13]=[CH:12][C:11]=3[C:10]=2[CH2:9]1)[C:2]1[CH:3]=[CH:4][CH:5]=[CH:6][CH:7]=1. The reactants are [CH2:1]([N:8]1[C:21](=[O:22])[C@H:20]([CH2:23][C:24]([OH:26])=O)[CH2:19][C:18]2[CH:17]=[CH:16][C:15]3[NH:14][N:13]=[CH:12][C:11]=3[C:10]=2[CH2:9]1)[C:2]1[CH:7]=[CH:6][CH:5]=[CH:4][CH:3]=1.[N:27]1([CH:33]2[CH2:42][C:41]3[C:36](=[CH:37][CH:38]=[CH:39][CH:40]=3)[NH:35][C:34]2=[O:43])[CH2:32][CH2:31][NH:30][CH2:29][CH2:28]1.ClC1C2NN=CC=2C2CN(CC(C)(C)C)C(=O)[C@H](CC(=O)N3CCC(N4CC5C(=CC=CC=5)NC4=O)CC3)CC=2C=1. No catalyst specified. The yield is 0.210. (2) The reactants are Cl[C:2]1[CH:7]=[C:6]2[CH2:8][O:9][C:10]3[CH:41]=[C:40]4[C:13]([CH:14]=[CH:15][C:16]5[N:20]=[C:19]([C@@H:21]6[CH2:25][C@H:24]([O:26][CH2:27][CH3:28])[CH2:23][N:22]6[C:29](=[O:39])[C@@H:30]([NH:34][C:35](=[O:38])[O:36][CH3:37])[CH:31]([CH3:33])[CH3:32])[NH:18][C:17]=54)=[CH:12][C:11]=3[C:5]2=[CH:4][CH:3]=1.[CH3:42][C:43]1([CH3:59])[C:47]([CH3:49])([CH3:48])[O:46][B:45]([B:45]2[O:46][C:47]([CH3:49])([CH3:48])[C:43]([CH3:59])([CH3:42])[O:44]2)[O:44]1.C([O-])(=O)C.[K+].C1(P(C2CCCCC2)C2C=CC=CC=2C2C(C(C)C)=CC(C(C)C)=CC=2C(C)C)CCCCC1. The catalyst is O1CCOCC1.C1C=CC(/C=C/C(/C=C/C2C=CC=CC=2)=O)=CC=1.C1C=CC(/C=C/C(/C=C/C2C=CC=CC=2)=O)=CC=1.[Pd]. The product is [CH2:27]([O:26][C@@H:24]1[CH2:23][N:22]([C:29](=[O:39])[C@@H:30]([NH:34][C:35](=[O:38])[O:36][CH3:37])[CH:31]([CH3:33])[CH3:32])[C@H:21]([C:19]2[NH:18][C:17]3[C:40]4[C:13]([CH:14]=[CH:15][C:16]=3[N:20]=2)=[CH:12][C:11]2[C:5]3[C:6]([CH2:8][O:9][C:10]=2[CH:41]=4)=[CH:7][C:2]([B:45]2[O:46][C:47]([CH3:49])([CH3:48])[C:43]([CH3:59])([CH3:42])[O:44]2)=[CH:3][CH:4]=3)[CH2:25]1)[CH3:28]. The yield is 0.730. (3) The reactants are Br[C:2]1[C:11]2[C:6](=[CH:7][CH:8]=[CH:9][CH:10]=2)[N:5]=[C:4]([CH3:12])[CH:3]=1.[Li]CCCC.[CH:18]([C:20]1[CH:29]=[CH:28][C:23]([C:24]([O:26][CH3:27])=[O:25])=[CH:22][CH:21]=1)=[O:19].[Li]. The catalyst is C1COCC1. The product is [OH:19][CH:18]([C:2]1[C:11]2[C:6](=[CH:7][CH:8]=[CH:9][CH:10]=2)[N:5]=[C:4]([CH3:12])[CH:3]=1)[C:20]1[CH:21]=[CH:22][C:23]([C:24]([O:26][CH3:27])=[O:25])=[CH:28][CH:29]=1. The yield is 0.650. (4) The reactants are [Br:1][C:2]1[CH:3]=[C:4]2[C:10](I)=[CH:9][N:8]([S:12]([C:15]3[CH:21]=[CH:20][C:18]([CH3:19])=[CH:17][CH:16]=3)(=[O:14])=[O:13])[C:5]2=[N:6][CH:7]=1.[F:22][C:23]1[CH:43]=[CH:42][CH:41]=[CH:40][C:24]=1[CH2:25][N:26]1[CH:30]=[C:29](B2OC(C)(C)C(C)(C)O2)[CH:28]=[N:27]1.C1(C)C=CC=CC=1.C(O)C.O.C(=O)([O-])[O-].[K+].[K+]. The catalyst is CCCCCC.C(OCC)(=O)C.C1C=CC([P]([Pd]([P](C2C=CC=CC=2)(C2C=CC=CC=2)C2C=CC=CC=2)([P](C2C=CC=CC=2)(C2C=CC=CC=2)C2C=CC=CC=2)[P](C2C=CC=CC=2)(C2C=CC=CC=2)C2C=CC=CC=2)(C2C=CC=CC=2)C2C=CC=CC=2)=CC=1. The product is [Br:1][C:2]1[CH:3]=[C:4]2[C:10]([C:29]3[CH:28]=[N:27][N:26]([CH2:25][C:24]4[CH:40]=[CH:41][CH:42]=[CH:43][C:23]=4[F:22])[CH:30]=3)=[CH:9][N:8]([S:12]([C:15]3[CH:21]=[CH:20][C:18]([CH3:19])=[CH:17][CH:16]=3)(=[O:14])=[O:13])[C:5]2=[N:6][CH:7]=1. The yield is 0.436. (5) The reactants are [CH3:1][O:2][C:3]([C:5]1[C:10](O)=[CH:9][C:8](=[O:12])[N:7]([C:13]2[CH:18]=[CH:17][CH:16]=[CH:15][CH:14]=2)[N:6]=1)=[O:4].P(Cl)(Cl)([Cl:21])=O. The product is [CH3:1][O:2][C:3]([C:5]1[C:10]([Cl:21])=[CH:9][C:8](=[O:12])[N:7]([C:13]2[CH:18]=[CH:17][CH:16]=[CH:15][CH:14]=2)[N:6]=1)=[O:4]. No catalyst specified. The yield is 0.840. (6) The reactants are [OH-].[Na+].C([O:5][C:6]([CH2:8][CH2:9][C:10]1[C:14](C(OC2C=CC=CC=2)=O)=[C:13]([CH3:24])[NH:12][C:11]=1C(OCC)=O)=[O:7])C.Cl. The catalyst is C(O)CO. The product is [CH3:24][C:13]1[NH:12][CH:11]=[C:10]([CH2:9][CH2:8][C:6]([OH:7])=[O:5])[CH:14]=1. The yield is 0.410. (7) The reactants are [CH2:1]([O:8][C:9]1[CH:14]=[CH:13][C:12]([NH:15][C:16]2[C:25]3[C:20](=[CH:21][CH:22]=[C:23](Br)[CH:24]=3)[N:19]=[CH:18][N:17]=2)=[CH:11][CH:10]=1)[C:2]1[CH:7]=[CH:6][CH:5]=[CH:4][CH:3]=1.[CH3:27][N:28]1[C:32]([Sn](CCCC)(CCCC)CCCC)=[CH:31][N:30]=[CH:29]1. The catalyst is O1CCOCC1.C1C=CC(P(C2C=CC=CC=2)C2C=CC=CC=2)=CC=1.C1C=CC(P(C2C=CC=CC=2)C2C=CC=CC=2)=CC=1.Cl[Pd]Cl. The product is [CH2:1]([O:8][C:9]1[CH:14]=[CH:13][C:12]([NH:15][C:16]2[C:25]3[C:20](=[CH:21][CH:22]=[C:23]([C:32]4[N:28]([CH3:27])[CH:29]=[N:30][CH:31]=4)[CH:24]=3)[N:19]=[CH:18][N:17]=2)=[CH:11][CH:10]=1)[C:2]1[CH:7]=[CH:6][CH:5]=[CH:4][CH:3]=1. The yield is 0.900.